Dataset: TCR-epitope binding with 47,182 pairs between 192 epitopes and 23,139 TCRs. Task: Binary Classification. Given a T-cell receptor sequence (or CDR3 region) and an epitope sequence, predict whether binding occurs between them. (1) The epitope is WICLLQFAY. The TCR CDR3 sequence is CSVITPRGMNTEAFF. Result: 1 (the TCR binds to the epitope). (2) The epitope is GTSGSPIIDK. The TCR CDR3 sequence is CASSLAGDGSYNEQFF. Result: 0 (the TCR does not bind to the epitope). (3) The epitope is NLVPMVATV. The TCR CDR3 sequence is CASTDGLAGELFF. Result: 1 (the TCR binds to the epitope).